The task is: Predict the product of the given reaction.. This data is from Forward reaction prediction with 1.9M reactions from USPTO patents (1976-2016). (1) Given the reactants Cl[C:2]1[CH:10]=[CH:9][C:8]([B:11]2[O:15][C:14]([CH3:17])([CH3:16])[C:13]([CH3:19])([CH3:18])[O:12]2)=[C:7]2[C:3]=1[C:4]([NH2:21])=[N:5][N:6]2[CH3:20].BrC1C=C[C:26]([O:34]C)=C2C=1N(C)N=C2N, predict the reaction product. The product is: [CH3:26][O:34][C:2]1[CH:10]=[CH:9][C:8]([B:11]2[O:15][C:14]([CH3:17])([CH3:16])[C:13]([CH3:19])([CH3:18])[O:12]2)=[C:7]2[C:3]=1[C:4]([NH2:21])=[N:5][N:6]2[CH3:20]. (2) Given the reactants [OH:1][CH2:2][CH2:3][CH:4]1[CH2:9][CH2:8][N:7]([C:10]([O:12][C:13]([CH3:16])([CH3:15])[CH3:14])=[O:11])[CH2:6][CH2:5]1.[C:17]([C:21]1[CH:26]=[CH:25][CH:24]=[CH:23][C:22]=1O)([CH3:20])([CH3:19])[CH3:18].[O-]P([O-])([O-])=O.[K+].[K+].[K+].O, predict the reaction product. The product is: [C:17]([C:21]1[CH:26]=[CH:25][CH:24]=[CH:23][C:22]=1[O:1][CH2:2][CH2:3][CH:4]1[CH2:5][CH2:6][N:7]([C:10]([O:12][C:13]([CH3:16])([CH3:15])[CH3:14])=[O:11])[CH2:8][CH2:9]1)([CH3:20])([CH3:19])[CH3:18]. (3) Given the reactants FC(F)(F)S(O[C:7]1[C:8]([C:18]([N:20]([O:22][CH3:23])[CH3:21])=[O:19])=[CH:9][C:10]([Cl:17])=[C:11]2[C:16]=1[N:15]=[CH:14][CH:13]=[CH:12]2)(=O)=O.[NH:26]1[CH2:30][CH2:29][C@H:28]([NH:31][C:32](=[O:34])[CH3:33])[CH2:27]1.C(=O)([O-])[O-].[Cs+].[Cs+], predict the reaction product. The product is: [C:32]([NH:31][C@H:28]1[CH2:29][CH2:30][N:26]([C:7]2[C:8]([C:18]([N:20]([O:22][CH3:23])[CH3:21])=[O:19])=[CH:9][C:10]([Cl:17])=[C:11]3[C:16]=2[N:15]=[CH:14][CH:13]=[CH:12]3)[CH2:27]1)(=[O:34])[CH3:33]. (4) Given the reactants ClC1N=C(C2SC(C(C)C)=NC=2C2C=C(N[S:23]([C:26]3[C:31]([F:32])=[CH:30][CH:29]=[CH:28][C:27]=3[F:33])(=[O:25])=[O:24])C=CC=2)C=CN=1.[Cl:34][C:35]1[N:40]=[C:39]([C:41]2[S:45][C:44]([N:46]3[CH2:51][CH2:50][O:49][CH2:48][CH2:47]3)=[N:43][C:42]=2[C:52]2[C:53]([F:60])=[C:54]([CH:56]=[CH:57][C:58]=2[F:59])[NH2:55])[CH:38]=[CH:37][N:36]=1.FC1C=CC=C(F)C=1S(Cl)(=O)=O, predict the reaction product. The product is: [Cl:34][C:35]1[N:40]=[C:39]([C:41]2[S:45][C:44]([N:46]3[CH2:47][CH2:48][O:49][CH2:50][CH2:51]3)=[N:43][C:42]=2[C:52]2[C:53]([F:60])=[C:54]([NH:55][S:23]([C:26]3[C:31]([F:32])=[CH:30][CH:29]=[CH:28][C:27]=3[F:33])(=[O:25])=[O:24])[CH:56]=[CH:57][C:58]=2[F:59])[CH:38]=[CH:37][N:36]=1. (5) Given the reactants [H-].[Na+].[C:3](#[N:5])[CH3:4].C([O:9][CH2:10][C:11]([F:14])([F:13])[F:12])(=O)C, predict the reaction product. The product is: [F:12][C:11]([F:14])([F:13])[C:10](=[O:9])[CH2:4][C:3]#[N:5].